Dataset: Reaction yield outcomes from USPTO patents with 853,638 reactions. Task: Predict the reaction yield, written as a fraction of the theoretical maximum amount of product (1.0 means a 100% yield; for example, 0.34 means a 34% yield). (1) The yield is 0.970. The reactants are [C:1]([O:5][C:6]([N:8]1[CH2:11][CH:10]([C:12]([OH:14])=O)[CH2:9]1)=[O:7])([CH3:4])([CH3:3])[CH3:2].Cl.[CH3:16][O:17][C:18](=[O:22])[CH2:19][CH2:20][NH2:21].C(N(C(C)C)CC)(C)C.CCN=C=NCCCN(C)C.CN(C1C=CC=CN=1)C. The catalyst is ClCCl.C1COCC1. The product is [C:1]([O:5][C:6]([N:8]1[CH2:9][CH:10]([C:12](=[O:14])[NH:21][CH2:20][CH2:19][C:18]([O:17][CH3:16])=[O:22])[CH2:11]1)=[O:7])([CH3:2])([CH3:3])[CH3:4]. (2) The reactants are [OH-].[Na+].C[O:4][C:5](=[O:21])[C:6]1[CH:11]=[CH:10][C:9]([CH2:12][N:13]2[CH:17]=[C:16]([C:18]#[N:19])[C:15]([NH2:20])=[N:14]2)=[CH:8][CH:7]=1. The catalyst is O.CO. The product is [NH2:20][C:15]1[C:16]([C:18]#[N:19])=[CH:17][N:13]([CH2:12][C:9]2[CH:10]=[CH:11][C:6]([C:5]([OH:21])=[O:4])=[CH:7][CH:8]=2)[N:14]=1. The yield is 0.920. (3) The reactants are [Cl:1][C:2]1[C:10]([O:11][CH2:12][CH2:13][O:14][CH2:15][CH2:16][O:17][CH3:18])=[CH:9][C:5]([C:6]([OH:8])=O)=[CH:4][N:3]=1.[C:19]1([S:29]([NH2:32])(=[O:31])=[O:30])[C:20]([S:25]([NH2:28])(=[O:27])=[O:26])=[CH:21][CH:22]=[CH:23][CH:24]=1. The catalyst is CN(C)C1C=CN=CC=1.CN(C)C=O. The product is [Cl:1][C:2]1[C:10]([O:11][CH2:12][CH2:13][O:14][CH2:15][CH2:16][O:17][CH3:18])=[CH:9][C:5]([C:6]([NH:32][S:29]([C:19]2[CH:24]=[CH:23][CH:22]=[CH:21][C:20]=2[S:25](=[O:27])(=[O:26])[NH2:28])(=[O:31])=[O:30])=[O:8])=[CH:4][N:3]=1. The yield is 0.810. (4) The reactants are [CH:1]([O:4][C:5]1[CH:14]=[C:13]([C:15]([F:18])([F:17])[F:16])[C:12]2[C:7](=[CH:8][CH:9]=[C:10]3[NH:22][C@H:21]([CH:23]([CH3:25])[CH3:24])[CH2:20][O:19][C:11]3=2)[N:6]=1)([CH3:3])[CH3:2].C=O.[BH3-][C:29]#N.[Na+]. The product is [CH:1]([O:4][C:5]1[CH:14]=[C:13]([C:15]([F:18])([F:17])[F:16])[C:12]2[C:7](=[CH:8][CH:9]=[C:10]3[N:22]([CH3:29])[C@H:21]([CH:23]([CH3:25])[CH3:24])[CH2:20][O:19][C:11]3=2)[N:6]=1)([CH3:3])[CH3:2]. The yield is 0.900. The catalyst is CC(O)=O.